From a dataset of Rat liver microsome stability data. Regression/Classification. Given a drug SMILES string, predict its absorption, distribution, metabolism, or excretion properties. Task type varies by dataset: regression for continuous measurements (e.g., permeability, clearance, half-life) or binary classification for categorical outcomes (e.g., BBB penetration, CYP inhibition). Dataset: rlm. (1) The drug is CCOc1cc(NC(=O)C2(NC(=O)c3ccc4c(C5CCCC5)c(-c5ncc(Cl)cn5)n(C)c4c3)CCC2)ccc1C=CC(=O)OCC(=O)N1CCN(C)CC1. The result is 1 (stable in rat liver microsomes). (2) The molecule is CCCCC1CCC(C(=O)Nc2ccc(S(=O)(=O)Nc3nccs3)cc2)CC1. The result is 0 (unstable in rat liver microsomes). (3) The compound is Cc1ccc(C(NC(=O)CN(C)c2ccccc2)c2cc(Cl)c3cccnc3c2O)cc1. The result is 1 (stable in rat liver microsomes). (4) The compound is CC(=O)c1ccc(N2CCN(S(=O)(=O)c3cc4c(cc3Cl)NC(=O)C4)CC2)cc1. The result is 1 (stable in rat liver microsomes).